Task: Predict the reaction yield, written as a fraction of the theoretical maximum amount of product (1.0 means a 100% yield; for example, 0.34 means a 34% yield).. Dataset: Reaction yield outcomes from USPTO patents with 853,638 reactions (1) The reactants are [C:1]([C:3]1[CH:4]=[C:5]([C:13]2[O:17][N:16]=[C:15]([C:18]3[CH:27]=[CH:26][CH:25]=[C:24]4[C:19]=3[CH2:20][CH2:21][CH2:22][C@H:23]4[NH:28][S:29]([CH2:32][C:33](OC)=[O:34])(=[O:31])=[O:30])[N:14]=2)[CH:6]=[CH:7][C:8]=1[O:9][CH:10]([CH3:12])[CH3:11])#[N:2].[BH4-].[Na+].CO. The catalyst is C1COCC1. The product is [C:1]([C:3]1[CH:4]=[C:5]([C:13]2[O:17][N:16]=[C:15]([C:18]3[CH:27]=[CH:26][CH:25]=[C:24]4[C:19]=3[CH2:20][CH2:21][CH2:22][C@H:23]4[NH:28][S:29]([CH2:32][CH2:33][OH:34])(=[O:30])=[O:31])[N:14]=2)[CH:6]=[CH:7][C:8]=1[O:9][CH:10]([CH3:12])[CH3:11])#[N:2]. The yield is 0.660. (2) The reactants are [CH2:1]([O:3][C:4]([C:6]1[CH:7]=[N:8][N:9]([C:12]2[CH:17]=[C:16]([C:18]([OH:20])=O)[CH:15]=[CH:14][C:13]=2[CH3:21])[C:10]=1[NH2:11])=[O:5])[CH3:2].CCN=C=N[CH2:27][CH2:28][CH2:29][N:30](C)C.C1C=CC2N(O)N=NC=2C=1.C(N(C(C)C)CC)(C)C.C1(N)CC1. The catalyst is CN(C=O)C.CCOC(C)=O.O. The product is [CH2:1]([O:3][C:4]([C:6]1[CH:7]=[N:8][N:9]([C:12]2[CH:17]=[C:16]([C:18](=[O:20])[NH:30][CH:29]3[CH2:27][CH2:28]3)[CH:15]=[CH:14][C:13]=2[CH3:21])[C:10]=1[NH2:11])=[O:5])[CH3:2]. The yield is 0.790.